Dataset: Full USPTO retrosynthesis dataset with 1.9M reactions from patents (1976-2016). Task: Predict the reactants needed to synthesize the given product. (1) Given the product [CH3:30][N:31]([CH3:41])[C:32]1[CH:37]=[CH:36][C:35]([C:2]2[N:11]=[C:10]([NH:12][CH2:13][C@H:14]3[CH2:16][C@@:15]3([C:24]3[CH:29]=[CH:28][CH:27]=[CH:26][CH:25]=3)[C:17]([N:19]([CH2:22][CH3:23])[CH2:20][CH3:21])=[O:18])[C:9]3[C:4](=[CH:5][CH:6]=[CH:7][CH:8]=3)[N:3]=2)=[CH:34][CH:33]=1, predict the reactants needed to synthesize it. The reactants are: Cl[C:2]1[N:11]=[C:10]([NH:12][CH2:13][CH:14]2[CH2:16][C@@:15]2([C:24]2[CH:29]=[CH:28][CH:27]=[CH:26][CH:25]=2)[C:17]([N:19]([CH2:22][CH3:23])[CH2:20][CH3:21])=[O:18])[C:9]2[C:4](=[CH:5][CH:6]=[CH:7][CH:8]=2)[N:3]=1.[CH3:30][N:31]([CH3:41])[C:32]1[CH:37]=[CH:36][C:35](B(O)O)=[CH:34][CH:33]=1.C1(C(C2C=CC=CN=2)CNC2C3C(=CC=CC=3)N=C(C3C=CC(NS(C)(=O)=O)=CC=3)N=2)C=CC=CC=1. (2) Given the product [F:35][C:32]1[N:31]=[CH:30][C:29]([C:26]2[CH:25]=[N:24][NH:23][C:27]=2[NH2:28])=[CH:34][CH:33]=1, predict the reactants needed to synthesize it. The reactants are: C(S(OS(C(F)(F)F)(=O)=O)(=O)=O)(F)(F)F.COC1C=CC(C[N:23]2[C:27]([NH2:28])=[C:26]([C:29]3[CH:30]=[N:31][C:32]([F:35])=[CH:33][CH:34]=3)[CH:25]=[N:24]2)=CC=1. (3) Given the product [Cl:1][CH2:2][C:3]1[CH:8]=[CH:7][N:6]=[C:5]([NH:9][S:10]([CH3:13])(=[O:11])=[O:12])[CH:4]=1, predict the reactants needed to synthesize it. The reactants are: [Cl:1][CH2:2][C:3]1[CH:8]=[CH:7][N:6]=[C:5]([N:9](S(C)(=O)=O)[S:10]([CH3:13])(=[O:12])=[O:11])[CH:4]=1.[OH-].[Na+].Cl. (4) Given the product [Br:15][C:10]1[CH:9]=[C:8]([CH2:7][C@H:5]([NH:6][C:22](=[O:23])[C:21]2[CH:25]=[C:26]([Cl:27])[C:18]([Cl:17])=[CH:19][C:20]=2[NH:28][S:29]([C:32]2[C:33]3[N:34]=[CH:35][CH:36]=[N:37][C:38]=3[CH:39]=[CH:40][CH:41]=2)(=[O:31])=[O:30])[C:4]([OH:3])=[O:16])[CH:13]=[CH:12][C:11]=1[Cl:14], predict the reactants needed to synthesize it. The reactants are: Cl.C[O:3][C:4](=[O:16])[C@H:5]([CH2:7][C:8]1[CH:13]=[CH:12][C:11]([Cl:14])=[C:10]([Br:15])[CH:9]=1)[NH2:6].[Cl:17][C:18]1[C:26]([Cl:27])=[CH:25][C:21]([C:22](O)=[O:23])=[C:20]([NH:28][S:29]([C:32]2[C:33]3[N:34]=[CH:35][CH:36]=[N:37][C:38]=3[CH:39]=[CH:40][CH:41]=2)(=[O:31])=[O:30])[CH:19]=1.N1C2C=CC=C(S(Cl)(=O)=O)C=2N=CC=1. (5) The reactants are: [NH:1]1[C:5]2=[N:6][CH:7]=[C:8]([OH:10])[CH:9]=[C:4]2[CH:3]=[CH:2]1.Br[C:12]1[CH:17]=[CH:16][CH:15]=[CH:14][CH:13]=1.Cl. Given the product [O:10]([C:8]1[CH:9]=[C:4]2[CH:3]=[CH:2][NH:1][C:5]2=[N:6][CH:7]=1)[C:12]1[CH:17]=[CH:16][CH:15]=[CH:14][CH:13]=1, predict the reactants needed to synthesize it.